From a dataset of Reaction yield outcomes from USPTO patents with 853,638 reactions. Predict the reaction yield, written as a fraction of the theoretical maximum amount of product (1.0 means a 100% yield; for example, 0.34 means a 34% yield). The reactants are [CH3:1][O:2][CH2:3][C:4]1[CH:5]=[C:6]([C:10]2[CH:15]=[CH:14][C:13]([C:16]([CH3:21])([CH3:20])[C:17]([OH:19])=O)=[CH:12][CH:11]=2)[CH:7]=[N:8][CH:9]=1.[CH2:22]([NH2:26])[CH:23]([CH3:25])[CH3:24]. No catalyst specified. The product is [CH2:22]([NH:26][C:17](=[O:19])[C:16]([C:13]1[CH:12]=[CH:11][C:10]([C:6]2[CH:7]=[N:8][CH:9]=[C:4]([CH2:3][O:2][CH3:1])[CH:5]=2)=[CH:15][CH:14]=1)([CH3:21])[CH3:20])[CH:23]([CH3:25])[CH3:24]. The yield is 0.730.